This data is from Reaction yield outcomes from USPTO patents with 853,638 reactions. The task is: Predict the reaction yield, written as a fraction of the theoretical maximum amount of product (1.0 means a 100% yield; for example, 0.34 means a 34% yield). (1) The reactants are [OH:1][C:2]1[CH:9]=[CH:8][C:5]([C:6]#[N:7])=[CH:4][C:3]=1[O:10][CH3:11].C([O-])([O-])=O.[K+].[K+].[CH2:18](Cl)[C:19]1[CH:24]=[CH:23][CH:22]=[CH:21][CH:20]=1. The catalyst is CC(C)=O. The product is [CH2:18]([O:1][C:2]1[CH:9]=[CH:8][C:5]([C:6]#[N:7])=[CH:4][C:3]=1[O:10][CH3:11])[C:19]1[CH:24]=[CH:23][CH:22]=[CH:21][CH:20]=1. The yield is 0.880. (2) The reactants are [CH2:1]([O:8][C:9]1[CH:10]=[C:11]([OH:15])[CH:12]=[CH:13][CH:14]=1)[C:2]1[CH:7]=[CH:6][CH:5]=[CH:4][CH:3]=1.[N+]([C:19]1[S:23][C:22]([C:24]#[N:25])=[CH:21][CH:20]=1)([O-])=O.C(=O)([O-])[O-].[K+].[K+].C(OCC)(=O)C. The catalyst is CS(C)=O.O. The product is [CH2:1]([O:8][C:9]1[CH:10]=[C:11]([CH:12]=[CH:13][CH:14]=1)[O:15][C:19]1[S:23][C:22]([C:24]#[N:25])=[CH:21][CH:20]=1)[C:2]1[CH:3]=[CH:4][CH:5]=[CH:6][CH:7]=1. The yield is 0.0280. (3) The reactants are [CH3:1][C:2]([CH3:17])([O:4][C:5]([NH:7][C:8]1[CH:9]=[CH:10][C:11]([C:14]([OH:16])=O)=[N:12][CH:13]=1)=[O:6])[CH3:3].[C:18]([NH:22][C:23]([CH:25]1[CH2:30][CH2:29][N:28]([CH2:31][C:32]2[CH:37]=[CH:36][CH:35]=[C:34]([NH2:38])[CH:33]=2)[CH2:27][CH2:26]1)=[O:24])([CH3:21])([CH3:20])[CH3:19].CCN=C=NCCCN(C)C.Cl.C([O-])(O)=O.[Na+]. The catalyst is C(Cl)Cl.CN(C1C=CN=CC=1)C. The product is [C:2]([O:4][C:5](=[O:6])[NH:7][C:8]1[CH:13]=[N:12][C:11]([C:14](=[O:16])[NH:38][C:34]2[CH:35]=[CH:36][CH:37]=[C:32]([CH2:31][N:28]3[CH2:27][CH2:26][CH:25]([C:23](=[O:24])[NH:22][C:18]([CH3:20])([CH3:19])[CH3:21])[CH2:30][CH2:29]3)[CH:33]=2)=[CH:10][CH:9]=1)([CH3:1])([CH3:3])[CH3:17]. The yield is 0.580. (4) The reactants are C(N(CC)CC)C.[Cl:8][C:9]1[CH:22]=[C:21]2[C:12]([NH:13][C:14]3[CH2:15][CH2:16][CH2:17][CH2:18][C:19]=3[C:20]2=[O:23])=[CH:11][CH:10]=1.[S:24](O[S:24]([C:27]([F:30])([F:29])[F:28])(=[O:26])=[O:25])([C:27]([F:30])([F:29])[F:28])(=[O:26])=[O:25]. The catalyst is C(Cl)Cl. The product is [F:28][C:27]([F:30])([F:29])[S:24]([O:23][C:20]1[C:21]2[C:12]([N:13]=[C:14]3[C:19]=1[CH2:18][CH2:17][CH2:16][CH2:15]3)=[CH:11][CH:10]=[C:9]([Cl:8])[CH:22]=2)(=[O:26])=[O:25]. The yield is 0.900. (5) The product is [C:1]([O:4][CH2:5][C:6](=[O:28])[C@@H:7]1[C@:23]2([CH3:24])[CH:10]([CH:11]3[C:20](=[CH:21][CH2:22]2)[C@:19]2([CH3:25])[C:14](=[CH:15][C:16](=[O:26])[CH2:17][CH2:18]2)[CH2:13][CH2:12]3)[CH2:9][C@H:8]1[CH3:27])(=[O:3])[CH3:2]. The catalyst is C1C=CC(P(C2C=CC=CC=2)C2C=CC=CC=2)=CC=1.C1C=CC(P(C2C=CC=CC=2)C2C=CC=CC=2)=CC=1.C1C=CC(P(C2C=CC=CC=2)C2C=CC=CC=2)=CC=1.[Cl-].[Rh].C(Cl)Cl. The reactants are [C:1]([O:4][CH2:5][C:6](=[O:28])[C@@H:7]1[C@:23]2([CH3:24])[CH:10]([CH:11]3[C:20](=[CH:21][CH2:22]2)[C@:19]2([CH3:25])[C:14](=[CH:15][C:16](=[O:26])[CH:17]=[CH:18]2)[CH2:13][CH2:12]3)[CH2:9][C@H:8]1[CH3:27])(=[O:3])[CH3:2].C([SiH](CC)CC)C. The yield is 0.300. (6) The reactants are [NH2:1][NH2:2].Cl[C:4]1[N:11]=[CH:10][C:9]([I:12])=[CH:8][C:5]=1[C:6]#[N:7]. The catalyst is CC(O)C. The product is [I:12][C:9]1[CH:8]=[C:5]2[C:6]([NH2:7])=[N:2][NH:1][C:4]2=[N:11][CH:10]=1. The yield is 0.870. (7) The reactants are [NH3:1].[CH3:2][O:3][C:4]([C:6]1[C:11]([Cl:12])=[C:10](Cl)[N:9]=[C:8]([Cl:14])[N:7]=1)=[O:5]. The catalyst is O1CCOCC1. The product is [CH3:2][O:3][C:4]([C:6]1[C:11]([Cl:12])=[C:10]([NH2:1])[N:9]=[C:8]([Cl:14])[N:7]=1)=[O:5]. The yield is 0.870. (8) The reactants are [NH:1]1[C:5]2[CH:6]=[CH:7][C:8]([C:10]([OH:12])=O)=[CH:9][C:4]=2[N:3]=[N:2]1.Cl.[CH3:14][NH:15][O:16][CH3:17].CN(C(ON1N=NC2C=CC=CC1=2)=[N+](C)C)C.F[P-](F)(F)(F)(F)F.C(N(CC)CC)C. The catalyst is ClCCl.CN(C=O)C. The product is [CH3:17][O:16][N:15]([CH3:14])[C:10]([C:8]1[CH:7]=[CH:6][C:5]2[NH:1][N:2]=[N:3][C:4]=2[CH:9]=1)=[O:12]. The yield is 0.950. (9) The reactants are [C-]#N.[Na+].C1(C)C=CC=CC=1.C[NH:12][CH2:13][CH2:14]NC.Br[C:18]1[C:27]2[C:22](=[CH:23][CH:24]=[CH:25]C=2)[CH:21]=[CH:20][CH:19]=1. The catalyst is N.[Cu]I. The product is [C:14]1([C:13]#[N:12])[C:27]2[C:22](=[CH:21][CH:20]=[CH:19][CH:18]=2)[CH:23]=[CH:24][CH:25]=1. The yield is 0.940. (10) The reactants are [CH3:1][O:2][C:3]1[CH:4]=[C:5]2[C:9](=[CH:10][CH:11]=1)[NH:8][N:7]=[CH:6]2.C([O-])([O-])=O.[K+].[K+].Br[CH2:19][CH:20]([CH3:22])[CH3:21]. The catalyst is CN(C=O)C. The product is [CH2:19]([N:8]1[C:9]2[C:5](=[CH:4][C:3]([O:2][CH3:1])=[CH:11][CH:10]=2)[CH:6]=[N:7]1)[CH:20]([CH3:22])[CH3:21]. The yield is 0.360.